Dataset: Catalyst prediction with 721,799 reactions and 888 catalyst types from USPTO. Task: Predict which catalyst facilitates the given reaction. Reactant: [C:1]([O:5][CH3:6])(=[O:4])[CH2:2][OH:3].C(N(CC)CC)C.[C:14](Cl)(=[O:21])[C:15]1[CH:20]=[CH:19][CH:18]=[CH:17][CH:16]=1.C(=O)(O)[O-].[Na+]. Product: [C:14]([O:3][CH2:2][C:1]([O:5][CH3:6])=[O:4])(=[O:21])[C:15]1[CH:20]=[CH:19][CH:18]=[CH:17][CH:16]=1. The catalyst class is: 4.